From a dataset of NCI-60 drug combinations with 297,098 pairs across 59 cell lines. Regression. Given two drug SMILES strings and cell line genomic features, predict the synergy score measuring deviation from expected non-interaction effect. (1) Drug 1: CC1=C2C(C(=O)C3(C(CC4C(C3C(C(C2(C)C)(CC1OC(=O)C(C(C5=CC=CC=C5)NC(=O)C6=CC=CC=C6)O)O)OC(=O)C7=CC=CC=C7)(CO4)OC(=O)C)O)C)OC(=O)C. Drug 2: C1C(C(OC1N2C=NC(=NC2=O)N)CO)O. Cell line: UO-31. Synergy scores: CSS=8.00, Synergy_ZIP=-3.99, Synergy_Bliss=0.386, Synergy_Loewe=-0.375, Synergy_HSA=0.959. (2) Drug 1: C1CCC(CC1)NC(=O)N(CCCl)N=O. Drug 2: CS(=O)(=O)CCNCC1=CC=C(O1)C2=CC3=C(C=C2)N=CN=C3NC4=CC(=C(C=C4)OCC5=CC(=CC=C5)F)Cl. Cell line: T-47D. Synergy scores: CSS=11.8, Synergy_ZIP=-3.64, Synergy_Bliss=3.01, Synergy_Loewe=-0.205, Synergy_HSA=3.31.